The task is: Predict the reaction yield, written as a fraction of the theoretical maximum amount of product (1.0 means a 100% yield; for example, 0.34 means a 34% yield).. This data is from Reaction yield outcomes from USPTO patents with 853,638 reactions. The reactants are [NH2:1][C:2]1[N:7]=[CH:6][C:5]([C:8]2[N:15]3[C:11]([S:12][C:13]([C:16]4[CH:21]=[CH:20][C:19]([OH:22])=[C:18]([O:23][CH3:24])[CH:17]=4)=[N:14]3)=[N:10][C:9]=2[CH3:25])=[CH:4][C:3]=1[C:26]([F:29])([F:28])[F:27].Br[CH2:31][CH2:32][NH:33][C:34](=[O:40])[O:35][C:36]([CH3:39])([CH3:38])[CH3:37].C([O-])([O-])=O.[K+].[K+]. The catalyst is CN(C=O)C. The product is [NH2:1][C:2]1[N:7]=[CH:6][C:5]([C:8]2[N:15]3[C:11]([S:12][C:13]([C:16]4[CH:21]=[CH:20][C:19]([O:22][CH2:31][CH2:32][NH:33][C:34](=[O:40])[O:35][C:36]([CH3:39])([CH3:38])[CH3:37])=[C:18]([O:23][CH3:24])[CH:17]=4)=[N:14]3)=[N:10][C:9]=2[CH3:25])=[CH:4][C:3]=1[C:26]([F:28])([F:27])[F:29]. The yield is 0.150.